Dataset: Reaction yield outcomes from USPTO patents with 853,638 reactions. Task: Predict the reaction yield, written as a fraction of the theoretical maximum amount of product (1.0 means a 100% yield; for example, 0.34 means a 34% yield). (1) The reactants are COC1C=C(OC)C=CC=1C[N:6]([C:36]1[CH:41]=[CH:40][N:39]=[CH:38][N:37]=1)[S:7]([C:10]1[C:15]([F:16])=[CH:14][C:13]([O:17][C@H:18]2[CH2:23][CH2:22][CH2:21][CH2:20][C@@H:19]2[C:24]2[CH:25]=[N:26][N:27](C3CCCCO3)[CH:28]=2)=[CH:12][C:11]=1[F:35])(=[O:9])=[O:8].C([SiH](CC)CC)C.FC(F)(F)C(O)=O.ClCCl. The catalyst is CO. The product is [F:35][C:11]1[CH:12]=[C:13]([O:17][C@H:18]2[CH2:23][CH2:22][CH2:21][CH2:20][C@@H:19]2[C:24]2[CH:25]=[N:26][NH:27][CH:28]=2)[CH:14]=[C:15]([F:16])[C:10]=1[S:7]([NH:6][C:36]1[CH:41]=[CH:40][N:39]=[CH:38][N:37]=1)(=[O:8])=[O:9]. The yield is 0.540. (2) The reactants are [F:1][C:2]1[CH:7]=[C:6]([N+:8]([O-:10])=[O:9])[C:5]([F:11])=[CH:4][C:3]=1[OH:12].C(=O)([O-])[O-].[K+].[K+].I[CH2:20][CH2:21][CH3:22]. The catalyst is C(#N)C. The product is [F:11][C:5]1[CH:4]=[C:3]([O:12][CH2:20][CH2:21][CH3:22])[C:2]([F:1])=[CH:7][C:6]=1[N+:8]([O-:10])=[O:9]. The yield is 0.470. (3) The reactants are [CH3:1][Si:2]([CH3:10])([CH3:9])[O:3][C:4]([CH3:8])([C:6]#[CH:7])[CH3:5].[Li]CCCC.[Cl:16][C:17]1[CH:28]=[CH:27][C:20]([C:21](N(OC)C)=[O:22])=[CH:19][CH:18]=1. The catalyst is C1COCC1. The product is [Cl:16][C:17]1[CH:28]=[CH:27][C:20]([C:21](=[O:22])[C:7]#[C:6][C:4]([CH3:8])([O:3][Si:2]([CH3:10])([CH3:9])[CH3:1])[CH3:5])=[CH:19][CH:18]=1. The yield is 0.570. (4) The reactants are C1(N)C(F)=C(F)C(F)=C(N)C=1F.[ClH:13].Cl.[NH2:15][CH:16]1[CH2:21][CH2:20][N:19]([CH2:22][CH:23]2[C:27]3=[CH:28][CH:29]=[N:30][C:31]4[CH:32]=[CH:33][C:34](=[O:35])[N:25]([C:26]=43)[CH2:24]2)[CH2:18][CH2:17]1.C(N(CC)CC)C.[O:43]=[C:44]1[CH2:49][S:48][C:47]2[CH:50]=[CH:51][C:52]([CH:54]=O)=[N:53][C:46]=2[NH:45]1.[BH4-].[Na+]. The catalyst is CO.ClCCl. The product is [ClH:13].[ClH:13].[O:43]=[C:44]1[CH2:49][S:48][C:47]2[CH:50]=[CH:51][C:52]([CH2:54][NH:15][CH:16]3[CH2:21][CH2:20][N:19]([CH2:22][CH:23]4[C:27]5=[CH:28][CH:29]=[N:30][C:31]6[CH:32]=[CH:33][C:34](=[O:35])[N:25]([C:26]=65)[CH2:24]4)[CH2:18][CH2:17]3)=[N:53][C:46]=2[NH:45]1. The yield is 0.410. (5) The reactants are [C:1]([O:5][C:6](=[O:24])[N:7]([C:9]([C:16]1[CH:21]=[CH:20][C:19]([Cl:22])=[C:18]([Cl:23])[CH:17]=1)([CH2:13][NH:14][CH3:15])[CH2:10][CH:11]=[CH2:12])[CH3:8])([CH3:4])([CH3:3])[CH3:2].C(N(CC)CC)C.[C:32](Cl)(=[O:36])[CH:33]([CH3:35])[CH3:34]. The catalyst is C(#N)C. The yield is 0.640. The product is [C:1]([O:5][C:6](=[O:24])[N:7]([C:9]([C:16]1[CH:21]=[CH:20][C:19]([Cl:22])=[C:18]([Cl:23])[CH:17]=1)([CH2:13][N:14]([C:32](=[O:36])[CH:33]([CH3:35])[CH3:34])[CH3:15])[CH2:10][CH:11]=[CH2:12])[CH3:8])([CH3:2])([CH3:3])[CH3:4]. (6) The reactants are C([O:3][C:4](=[O:36])[C:5]([O:8][C:9]1[CH:14]=[CH:13][CH:12]=[C:11]([O:15][CH2:16][CH2:17][C:18]2[N:19]=[C:20]([C:24]3[CH:29]=[CH:28][C:27]([C:30]4[CH:35]=[CH:34][CH:33]=[CH:32][CH:31]=4)=[CH:26][CH:25]=3)[O:21][C:22]=2[CH3:23])[CH:10]=1)([CH3:7])[CH3:6])C.[OH-].[Na+]. The catalyst is C(O)C.C1COCC1. The product is [C:27]1([C:30]2[CH:35]=[CH:34][CH:33]=[CH:32][CH:31]=2)[CH:26]=[CH:25][C:24]([C:20]2[O:21][C:22]([CH3:23])=[C:18]([CH2:17][CH2:16][O:15][C:11]3[CH:10]=[C:9]([CH:14]=[CH:13][CH:12]=3)[O:8][C:5]([CH3:7])([CH3:6])[C:4]([OH:36])=[O:3])[N:19]=2)=[CH:29][CH:28]=1. The yield is 0.990.